This data is from Peptide-MHC class I binding affinity with 185,985 pairs from IEDB/IMGT. The task is: Regression. Given a peptide amino acid sequence and an MHC pseudo amino acid sequence, predict their binding affinity value. This is MHC class I binding data. (1) The peptide sequence is SYVFNFHKY. The MHC is HLA-A01:01 with pseudo-sequence HLA-A01:01. The binding affinity (normalized) is 0.0847. (2) The peptide sequence is KPASRELSV. The MHC is HLA-B07:02 with pseudo-sequence HLA-B07:02. The binding affinity (normalized) is 0.839. (3) The peptide sequence is RQRKRRWR. The MHC is Mamu-B03 with pseudo-sequence Mamu-B03. The binding affinity (normalized) is 0.401. (4) The peptide sequence is NASKTINAL. The MHC is HLA-A02:03 with pseudo-sequence HLA-A02:03. The binding affinity (normalized) is 0.393.